Dataset: Full USPTO retrosynthesis dataset with 1.9M reactions from patents (1976-2016). Task: Predict the reactants needed to synthesize the given product. (1) Given the product [CH:1]1([CH2:7][CH2:8][CH2:9][C:10]#[C:11][C:12]2[C:13]([C:17]3[CH2:18][N:19]([CH3:23])[CH2:20][CH2:21][CH:22]=3)=[N:14][NH:15][CH:16]=2)[CH2:6][CH2:5][CH2:4][CH2:3][CH2:2]1, predict the reactants needed to synthesize it. The reactants are: [CH:1]1([CH2:7][CH2:8][CH2:9][C:10]#[C:11][C:12]2[C:13]([C:17]3[CH:18]=[N:19][CH:20]=[CH:21][CH:22]=3)=[N:14][NH:15][CH:16]=2)[CH2:6][CH2:5][CH2:4][CH2:3][CH2:2]1.[CH3:23]SC1C(C2C=NC=CC=2)=NNC=1. (2) Given the product [CH3:22][O:23][C:24]1[CH:29]=[CH:28][CH:27]=[CH:26][C:25]=1[N:30]1[C:5]([C:7]2[CH:17]=[CH:16][C:10]3[O:11][CH2:12][C:13](=[O:15])[NH:14][C:9]=3[CH:8]=2)=[CH:4][C:3]([C:2]([F:20])([F:19])[F:1])=[N:31]1, predict the reactants needed to synthesize it. The reactants are: [F:1][C:2]([F:20])([F:19])[C:3](O)=[CH:4][C:5]([C:7]1[CH:17]=[CH:16][C:10]2[O:11][CH2:12][C:13](=[O:15])[NH:14][C:9]=2[CH:8]=1)=O.Cl.[CH3:22][O:23][C:24]1[CH:29]=[CH:28][CH:27]=[CH:26][C:25]=1[NH:30][NH2:31]. (3) Given the product [Br:8][C:6]1[N:7]=[C:2]([NH:17][CH:14]2[CH2:15][CH2:16][O:11][CH2:12][CH2:13]2)[C:3]([NH2:9])=[N:4][CH:5]=1, predict the reactants needed to synthesize it. The reactants are: Br[C:2]1[C:3]([NH2:9])=[N:4][CH:5]=[C:6]([Br:8])[N:7]=1.Cl.[O:11]1[CH2:16][CH2:15][CH:14]([NH2:17])[CH2:13][CH2:12]1.C(N(CC)C(C)C)(C)C. (4) Given the product [OH:1][C:2]([C:29]1[S:30][CH:31]=[CH:32][CH:33]=1)([C:34]1[S:35][CH:36]=[CH:37][CH:38]=1)[C:3]([O:5][C@H:6]1[CH2:7][CH2:8][C@H:9]([N:12]([CH2:14][CH2:15][CH2:16][N:17]2[C:21]3[CH:22]=[CH:23][C:24]([CH2:26][NH:43][CH2:44][C@H:45]([O:46][Si:47]([C:50]([CH3:53])([CH3:52])[CH3:51])([CH3:48])[CH3:49])[C:54]4[CH:55]=[CH:56][C:57]([OH:63])=[C:58]([NH:60][CH:61]=[O:62])[CH:59]=4)=[CH:25][C:20]=3[NH:19][C:18]2=[O:28])[CH3:13])[CH2:10][CH2:11]1)=[O:4], predict the reactants needed to synthesize it. The reactants are: [OH:1][C:2]([C:34]1[S:35][CH:36]=[CH:37][CH:38]=1)([C:29]1[S:30][CH:31]=[CH:32][CH:33]=1)[C:3]([O:5][C@H:6]1[CH2:11][CH2:10][C@H:9]([N:12]([CH2:14][CH2:15][CH2:16][N:17]2[C:21]3[CH:22]=[CH:23][C:24]([CH:26]=O)=[CH:25][C:20]=3[NH:19][C:18]2=[O:28])[CH3:13])[CH2:8][CH2:7]1)=[O:4].C(O)(=O)C.[NH2:43][CH2:44][C@@H:45]([C:54]1[CH:55]=[CH:56][C:57]([OH:63])=[C:58]([NH:60][CH:61]=[O:62])[CH:59]=1)[O:46][Si:47]([C:50]([CH3:53])([CH3:52])[CH3:51])([CH3:49])[CH3:48].C(O[BH-](OC(=O)C)OC(=O)C)(=O)C.[Na+].OC(C1SC=CC=1)(C1SC=CC=1)C(O[C@H]1CC[C@H](N(CCCN2C3C=CC(CNC[C@H](O[Si](C(C)(C)C)(C)C)C4C=CC(O)=C5C=4C=CC(=O)N5)=CC=3OC2=O)C)CC1)=O. (5) Given the product [CH3:1][C:2]1[O:6][C:5]([C:7]2[CH:8]=[CH:9][CH:10]=[CH:11][CH:12]=2)=[N:4][C:3]=1[CH2:13][O:14][C:15]1[CH:36]=[CH:35][C:18]([CH2:19][O:20][C:21]2[CH:26]=[CH:25][C:24]([CH2:27][CH2:28][CH3:29])=[CH:23][C:22]=2[CH2:30][C:31]([OH:33])=[O:32])=[CH:17][CH:16]=1, predict the reactants needed to synthesize it. The reactants are: [CH3:1][C:2]1[O:6][C:5]([C:7]2[CH:12]=[CH:11][CH:10]=[CH:9][CH:8]=2)=[N:4][C:3]=1[CH2:13][O:14][C:15]1[CH:36]=[CH:35][C:18]([CH2:19][O:20][C:21]2[CH:26]=[CH:25][C:24]([CH2:27][CH2:28][CH3:29])=[CH:23][C:22]=2[CH2:30][C:31]([O:33]C)=[O:32])=[CH:17][CH:16]=1.O1CCCC1.[OH-].[Na+].Cl. (6) Given the product [CH3:29][C:30]1[CH:34]=[C:33]([NH:35][C:4]2[C:5]3[CH2:10][N:9]([C:11]([O:13][CH2:14][CH:15]4[C:16]5[CH:17]=[CH:18][CH:19]=[CH:20][C:21]=5[C:22]5[C:27]4=[CH:26][CH:25]=[CH:24][CH:23]=5)=[O:12])[CH2:8][C:6]=3[N:7]=[C:2]([Cl:1])[N:3]=2)[NH:32][N:31]=1, predict the reactants needed to synthesize it. The reactants are: [Cl:1][C:2]1[N:3]=[C:4](Cl)[C:5]2[CH2:10][N:9]([C:11]([O:13][CH2:14][CH:15]3[C:27]4[CH:26]=[CH:25][CH:24]=[CH:23][C:22]=4[C:21]4[C:16]3=[CH:17][CH:18]=[CH:19][CH:20]=4)=[O:12])[CH2:8][C:6]=2[N:7]=1.[CH3:29][C:30]1[CH:34]=[C:33]([NH2:35])[NH:32][N:31]=1. (7) Given the product [OH:15][C:12]1[CH:11]=[C:10]([C:16]2[CH:21]=[CH:20][CH:19]=[CH:18][CH:17]=2)[N:9]=[C:8]2[C:7]3[C:2]([Br:1])=[C:3]([O:22][CH3:23])[CH:4]=[CH:5][C:6]=3[O:14][C:13]=12, predict the reactants needed to synthesize it. The reactants are: [Br:1][C:2]1[C:7]2[C:8]3[NH:9][CH:10]([C:16]4[CH:21]=[CH:20][CH:19]=[CH:18][CH:17]=4)[CH2:11][C:12](=[O:15])[C:13]=3[O:14][C:6]=2[CH:5]=[CH:4][C:3]=1[O:22][CH3:23].O1CCOCC1. (8) Given the product [CH3:24][C:25]1([CH3:37])[O:29][C@H:28]([CH2:30][N:31]2[CH:35]=[CH:34][C:33]([NH:36][C:11](=[O:13])[C@@H:10]([N:8]3[CH2:9][C:5]([O:4][C:3]4[CH:20]=[CH:21][CH:22]=[CH:23][C:2]=4[Cl:1])=[CH:6][C:7]3=[O:19])[CH2:14][C:15]([F:18])([F:17])[CH3:16])=[N:32]2)[CH2:27][O:26]1, predict the reactants needed to synthesize it. The reactants are: [Cl:1][C:2]1[CH:23]=[CH:22][CH:21]=[CH:20][C:3]=1[O:4][C:5]1[CH2:9][N:8]([C@@H:10]([CH2:14][C:15]([F:18])([F:17])[CH3:16])[C:11]([OH:13])=O)[C:7](=[O:19])[CH:6]=1.[CH3:24][C:25]1([CH3:37])[O:29][C@H:28]([CH2:30][N:31]2[CH:35]=[CH:34][C:33]([NH2:36])=[N:32]2)[CH2:27][O:26]1.C(N(CC)C(C)C)(C)C.F[P-](F)(F)(F)(F)F.N1(O[P+](N(C)C)(N(C)C)N(C)C)C2C=CC=CC=2N=N1. (9) Given the product [Cl:1][C:2]1[CH:3]=[C:4]([N:10]2[CH:18]([CH:19]3[CH2:20][CH2:21][CH2:22][CH2:23]3)[CH:17]3[C:12]([C:13]4[CH:27]=[CH:26][C:25]([C:28]([O:30][CH2:31][C:32]5[CH:37]=[CH:36][CH:35]=[CH:34][CH:33]=5)=[O:29])=[CH:24][C:14]=4[CH2:15][CH2:16]3)=[N:11]2)[CH:5]=[CH:6][C:7]=1[C:8]#[N:9], predict the reactants needed to synthesize it. The reactants are: [Cl:1][C:2]1[CH:3]=[C:4]([N:10]2[CH:18]([CH:19]3[CH2:23][CH2:22][CH2:21][CH2:20]3)[CH:17]3[C:12]([C:13]4[CH:27]=[CH:26][C:25]([C:28]([OH:30])=[O:29])=[CH:24][C:14]=4[CH2:15][CH2:16]3)=[N:11]2)[CH:5]=[CH:6][C:7]=1[C:8]#[N:9].[CH2:31](O)[C:32]1[CH:37]=[CH:36][CH:35]=[CH:34][CH:33]=1.